Regression/Classification. Given a drug SMILES string, predict its absorption, distribution, metabolism, or excretion properties. Task type varies by dataset: regression for continuous measurements (e.g., permeability, clearance, half-life) or binary classification for categorical outcomes (e.g., BBB penetration, CYP inhibition). Dataset: b3db_classification. From a dataset of Blood-brain barrier permeability classification from the B3DB database. (1) The molecule is C[C@]12C[C@H](O)[C@H]3[C@@H](CCC4=CC(=O)CC[C@@]43C)[C@@H]1CC[C@]2(O)C(=O)CO. The result is 1 (penetrates BBB). (2) The compound is C[C@@H]1CCCC[C@@]1(c1cccs1)N1CCCCC1. The result is 1 (penetrates BBB). (3) The molecule is Oc1c(I)cc(I)c2cccnc12. The result is 0 (does not penetrate BBB). (4) The molecule is CN(C)CCCN1c2ccccc2C=Cc2ccccc21. The result is 1 (penetrates BBB). (5) The compound is CN1CC[C@]23c4c5ccc(O)c4O[C@@H]2C(=O)CCC3(O)[C@H]1C5. The result is 1 (penetrates BBB).